From a dataset of Peptide-MHC class I binding affinity with 185,985 pairs from IEDB/IMGT. Regression. Given a peptide amino acid sequence and an MHC pseudo amino acid sequence, predict their binding affinity value. This is MHC class I binding data. (1) The peptide sequence is HFAIGLALYY. The MHC is HLA-A29:02 with pseudo-sequence HLA-A29:02. The binding affinity (normalized) is 1.00. (2) The peptide sequence is MLREGNQAF. The MHC is HLA-B48:01 with pseudo-sequence HLA-B48:01. The binding affinity (normalized) is 0.0847. (3) The peptide sequence is FVIGGMTGV. The MHC is HLA-A01:01 with pseudo-sequence HLA-A01:01. The binding affinity (normalized) is 0.0847. (4) The peptide sequence is DIDLLFNEKL. The MHC is HLA-A68:02 with pseudo-sequence HLA-A68:02. The binding affinity (normalized) is 0.107. (5) The MHC is HLA-B44:02 with pseudo-sequence HLA-B44:02. The peptide sequence is HVPTRGTAM. The binding affinity (normalized) is 0.0847. (6) The MHC is HLA-A24:03 with pseudo-sequence HLA-A24:03. The binding affinity (normalized) is 0.907. The peptide sequence is RYICPVQQI. (7) The peptide sequence is LPFDRATVM. The MHC is HLA-B07:02 with pseudo-sequence HLA-B07:02. The binding affinity (normalized) is 0.583.